Task: Predict the reactants needed to synthesize the given product.. Dataset: Full USPTO retrosynthesis dataset with 1.9M reactions from patents (1976-2016) (1) Given the product [CH3:17][O:16][C:14]([NH:13][CH:9]1[CH2:10][CH2:11][CH2:12][N:7]([CH:5]([CH3:6])[C:4]([OH:19])=[O:3])[C:8]1=[O:18])=[O:15], predict the reactants needed to synthesize it. The reactants are: C([O:3][C:4](=[O:19])[CH:5]([N:7]1[CH2:12][CH2:11][CH2:10][CH:9]([NH:13][C:14]([O:16][CH3:17])=[O:15])[C:8]1=[O:18])[CH3:6])C.COC(N1CC(=O)N2C(C(OCC)=O)CCC2C1)=O. (2) Given the product [CH3:20][N:21]([CH3:22])[C:10](=[SH:9][C:1](=[S:8])[C:2]1[CH:7]=[CH:6][CH:5]=[CH:4][CH:3]=1)[CH3:11], predict the reactants needed to synthesize it. The reactants are: [C:1]([S:9][CH2:10][C:11](O)=O)(=[S:8])[C:2]1[CH:7]=[CH:6][CH:5]=[CH:4][CH:3]=1.C(=O)([O-])[O-].[Na+].[Na+].[CH3:20][N:21](C)[C:22](=O)CS.C(SCC(O)=O)(=S)C1C=CC=CC=1.[Na].[K+].[Br-]. (3) Given the product [O:3]=[C:4]1[N:10]([CH:11]2[CH2:12][CH2:13][N:14]([C:17]([O:19][C@H:20]([CH2:42][C:43]3[CH:48]=[C:47]([CH3:49])[C:46]([OH:50])=[C:45]([CH3:51])[CH:44]=3)[C:21]([N:23]3[CH2:28][CH2:27][CH:26]([N:29]4[CH2:30][CH2:31][CH:32]([CH2:35][CH2:36][C:37]([OH:39])=[O:38])[CH2:33][CH2:34]4)[CH2:25][CH2:24]3)=[O:22])=[O:18])[CH2:15][CH2:16]2)[CH2:9][CH2:8][C:7]2[CH:52]=[CH:53][CH:54]=[CH:55][C:6]=2[NH:5]1, predict the reactants needed to synthesize it. The reactants are: [Li+].[OH-].[O:3]=[C:4]1[N:10]([CH:11]2[CH2:16][CH2:15][N:14]([C:17]([O:19][C@H:20]([CH2:42][C:43]3[CH:48]=[C:47]([CH3:49])[C:46]([OH:50])=[C:45]([CH3:51])[CH:44]=3)[C:21]([N:23]3[CH2:28][CH2:27][CH:26]([N:29]4[CH2:34][CH2:33][CH:32]([CH2:35][CH2:36][C:37]([O:39]CC)=[O:38])[CH2:31][CH2:30]4)[CH2:25][CH2:24]3)=[O:22])=[O:18])[CH2:13][CH2:12]2)[CH2:9][CH2:8][C:7]2[CH:52]=[CH:53][CH:54]=[CH:55][C:6]=2[NH:5]1. (4) Given the product [Cl:1][C:2]1[CH:3]=[C:4]([CH:24]=[CH:25][C:26]=1[Cl:27])[C:5]([NH:7][C:8]1[CH:9]=[N:10][C:11]([O:14][C:15]2[CH:20]=[CH:19][C:18]([CH2:21][C:22](=[NH:29])[NH:23][OH:28])=[CH:17][CH:16]=2)=[CH:12][CH:13]=1)=[O:6], predict the reactants needed to synthesize it. The reactants are: [Cl:1][C:2]1[CH:3]=[C:4]([CH:24]=[CH:25][C:26]=1[Cl:27])[C:5]([NH:7][C:8]1[CH:9]=[N:10][C:11]([O:14][C:15]2[CH:20]=[CH:19][C:18]([CH2:21][C:22]#[N:23])=[CH:17][CH:16]=2)=[CH:12][CH:13]=1)=[O:6].[OH2:28].[NH2:29]O.C(=O)([O-])[O-].[K+].[K+]. (5) Given the product [Cl:1][C:2]1[CH:3]=[CH:4][C:5]([O:17][CH2:18][C:19]2[CH:20]=[CH:21][CH:22]=[CH:23][CH:24]=2)=[C:6]([CH2:8][C:9]2[O:10][CH:11]=[C:12]([NH:39][C:35](=[O:36])[O:79][C:75]([CH3:78])([CH3:77])[CH3:76])[N:13]=2)[CH:7]=1, predict the reactants needed to synthesize it. The reactants are: [Cl:1][C:2]1[CH:3]=[CH:4][C:5]([O:17][CH2:18][C:19]2[CH:24]=[CH:23][CH:22]=[CH:21][CH:20]=2)=[C:6]([CH2:8][C:9]2[O:10][CH:11]=[C:12](C([O-])=O)[N:13]=2)[CH:7]=1.[Na+].Cl.ClC1C=CC(OCC2C=CC=CC=2)=C(C[C:35]2[O:36]C=C(C(O)=O)[N:39]=2)C=1.C(N(CC)CC)C.C1(P(N=[N+]=[N-])(C2C=CC=CC=2)=O)C=CC=CC=1.[C:75]([OH:79])([CH3:78])([CH3:77])[CH3:76]. (6) Given the product [NH2:3][C:11]1[CH:6]=[CH:7][C:8]([C:4]2[N:3]([CH2:1][CH3:2])[C:11]3[C:6]([C:5]=2[C:14]#[N:15])=[CH:7][CH:8]=[C:9]([O:12][CH3:13])[CH:10]=3)=[CH:9][CH:10]=1, predict the reactants needed to synthesize it. The reactants are: [CH2:1]([N:3]1[C:11]2[C:6](=[CH:7][CH:8]=[C:9]([O:12][CH3:13])[CH:10]=2)[C:5]([C:14]#[N:15])=[C:4]1I)[CH3:2].[F-].[Cs+].